From a dataset of Forward reaction prediction with 1.9M reactions from USPTO patents (1976-2016). Predict the product of the given reaction. (1) Given the reactants [S:1]1[CH:5]=[CH:4][CH:3]=[C:2]1[C:6]1[CH:14]=[CH:13][C:9]([C:10]([OH:12])=O)=[CH:8][CH:7]=1.[CH3:15][N:16]([CH3:31])[CH2:17][CH2:18][N:19]([CH3:30])[C:20]1[S:21][C:22]2[CH:28]=[C:27]([NH2:29])[CH:26]=[CH:25][C:23]=2[N:24]=1, predict the reaction product. The product is: [CH3:15][N:16]([CH3:31])[CH2:17][CH2:18][N:19]([CH3:30])[C:20]1[S:21][C:22]2[CH:28]=[C:27]([NH:29][C:10](=[O:12])[C:9]3[CH:8]=[CH:7][C:6]([C:2]4[S:1][CH:5]=[CH:4][CH:3]=4)=[CH:14][CH:13]=3)[CH:26]=[CH:25][C:23]=2[N:24]=1. (2) Given the reactants C(OC([N:8]1[C@@H:12]([CH2:13][C:14]2[CH:19]=[CH:18][C:17]([O:20][CH2:21][C:22]3[CH:27]=[CH:26][CH:25]=[CH:24][CH:23]=3)=[C:16]([N+:28]([O-:30])=[O:29])[CH:15]=2)[CH2:11][O:10]C1(C)C)=O)(C)(C)C.[ClH:33], predict the reaction product. The product is: [ClH:33].[NH2:8][C@@H:12]([CH2:13][C:14]1[CH:19]=[CH:18][C:17]([O:20][CH2:21][C:22]2[CH:23]=[CH:24][CH:25]=[CH:26][CH:27]=2)=[C:16]([N+:28]([O-:30])=[O:29])[CH:15]=1)[CH2:11][OH:10]. (3) Given the reactants [CH3:1][N:2]([CH3:25])[CH2:3][CH2:4][CH2:5][C:6]1([C:17]2[CH:22]=[CH:21][C:20]([O:23][CH3:24])=[CH:19][CH:18]=2)[C:14]2[C:9](=[CH:10][C:11]([C:15]#[N:16])=[CH:12][CH:13]=2)[CH2:8][O:7]1.[C:26]([OH:31])(=[O:30])[C:27]([OH:29])=[O:28], predict the reaction product. The product is: [C:26]([OH:31])(=[O:30])[C:27]([OH:29])=[O:28].[CH3:25][N:2]([CH3:1])[CH2:3][CH2:4][CH2:5][C:6]1([C:17]2[CH:18]=[CH:19][C:20]([O:23][CH3:24])=[CH:21][CH:22]=2)[C:14]2[C:9](=[CH:10][C:11]([C:15]#[N:16])=[CH:12][CH:13]=2)[CH2:8][O:7]1. (4) Given the reactants [Cl:1][S:2]([OH:5])(=O)=[O:3].[Cl:6][C:7]1[CH:12]=[CH:11][C:10](C)=[CH:9][C:8]=1[OH:14].Cl[CH2:16]Cl, predict the reaction product. The product is: [Cl:6][C:7]1[CH:12]=[C:11]([S:2]([Cl:1])(=[O:5])=[O:3])[CH:10]=[C:9]([CH3:16])[C:8]=1[OH:14]. (5) Given the reactants [CH3:1][C:2]1[CH:7]=[C:6]([N+:8]([O-:10])=[O:9])[CH:5]=[CH:4][C:3]=1[NH:11][C:12](=[O:19])[C:13]1[CH:18]=[CH:17][CH:16]=[CH:15][CH:14]=1.[C:20](=O)([O-])[O-].[Cs+].[Cs+].CI, predict the reaction product. The product is: [CH3:20][N:11]([C:3]1[CH:4]=[CH:5][C:6]([N+:8]([O-:10])=[O:9])=[CH:7][C:2]=1[CH3:1])[C:12](=[O:19])[C:13]1[CH:14]=[CH:15][CH:16]=[CH:17][CH:18]=1. (6) Given the reactants C(OC([N:8]1[CH2:17][CH2:16][C:15]2[N:14]=[CH:13][C:12]([N+:18]([O-])=O)=[CH:11][C:10]=2[CH2:9]1)=O)(C)(C)C, predict the reaction product. The product is: [N:14]1[C:15]2[C:10](=[CH:9][N:8]=[CH:17][CH:16]=2)[CH:11]=[C:12]([NH2:18])[CH:13]=1. (7) Given the reactants Cl.[CH:2]1([CH2:5][O:6][C:7]2[CH:12]=[CH:11][C:10]([O:13][CH3:14])=[CH:9][C:8]=2[C:15]2[C:16]3[NH:23][C:22]([CH3:24])=[C:21]([C:25]([NH:27][C@@H:28]4[CH2:32][CH2:31][NH:30][CH2:29]4)=[O:26])[C:17]=3[N:18]=[CH:19][N:20]=2)[CH2:4][CH2:3]1.[C:33](Cl)(=[O:36])[CH2:34][CH3:35], predict the reaction product. The product is: [CH:2]1([CH2:5][O:6][C:7]2[CH:12]=[CH:11][C:10]([O:13][CH3:14])=[CH:9][C:8]=2[C:15]2[C:16]3[NH:23][C:22]([CH3:24])=[C:21]([C:25]([NH:27][C@@H:28]4[CH2:32][CH2:31][N:30]([C:33](=[O:36])[CH2:34][CH3:35])[CH2:29]4)=[O:26])[C:17]=3[N:18]=[CH:19][N:20]=2)[CH2:4][CH2:3]1. (8) Given the reactants [C:1]([C:3]1[CH:4]=[C:5]([CH:28]=[CH:29][CH:30]=1)[O:6][C:7]1[N:12]=[C:11]([O:13][C:14]2[CH:19]=[CH:18][CH:17]=[CH:16][C:15]=2[CH2:20][CH2:21][C:22]([OH:24])=[O:23])[C:10]([F:25])=[C:9]([CH3:26])[C:8]=1[F:27])#[N:2].CI.N1(C2CCCCCCCCCC2)CCCCCCCC[CH2:35]N1, predict the reaction product. The product is: [C:1]([C:3]1[CH:4]=[C:5]([CH:28]=[CH:29][CH:30]=1)[O:6][C:7]1[N:12]=[C:11]([O:13][C:14]2[CH:19]=[CH:18][CH:17]=[CH:16][C:15]=2[CH2:20][CH2:21][C:22]([O:24][CH3:35])=[O:23])[C:10]([F:25])=[C:9]([CH3:26])[C:8]=1[F:27])#[N:2].